This data is from Full USPTO retrosynthesis dataset with 1.9M reactions from patents (1976-2016). The task is: Predict the reactants needed to synthesize the given product. (1) Given the product [NH:7]1[C:6]2[CH:23]=[CH:24][CH:3]=[CH:4][C:5]=2[N:9]=[CH:8]1, predict the reactants needed to synthesize it. The reactants are: CO[C:3]1[CH:24]=[CH:23][C:6]2[NH:7][C:8](S(CC3C(C)=C(OC)C(C)=CN=3)=O)=[N:9][C:5]=2[CH:4]=1.C(N(CC)CC)C.ClC(OCC1C=CC=CC=1)=O.O. (2) Given the product [Cl:1][C:2]1[CH:27]=[C:26]([Cl:28])[CH:25]=[CH:24][C:3]=1[CH2:4][NH:5][C:6]1[N:11]2[N:12]=[CH:13][CH:14]=[C:10]2[N:9]=[C:8]([C:15]2[CH:23]=[CH:22][C:18]([C:19]([N:33]3[CH2:34][CH2:35][N:30]([CH3:29])[CH2:31][CH2:32]3)=[O:21])=[CH:17][CH:16]=2)[CH:7]=1, predict the reactants needed to synthesize it. The reactants are: [Cl:1][C:2]1[CH:27]=[C:26]([Cl:28])[CH:25]=[CH:24][C:3]=1[CH2:4][NH:5][C:6]1[N:11]2[N:12]=[CH:13][CH:14]=[C:10]2[N:9]=[C:8]([C:15]2[CH:23]=[CH:22][C:18]([C:19]([OH:21])=O)=[CH:17][CH:16]=2)[CH:7]=1.[CH3:29][N:30]1[CH2:35][CH2:34][NH:33][CH2:32][CH2:31]1.C(OP(C#N)(=O)OCC)C.C(N(CC)CC)C. (3) Given the product [O:1]=[C:2]([CH3:13])[CH2:3][NH:4][C:5](=[O:12])[C:6]1[CH:7]=[CH:8][N:9]=[CH:10][CH:11]=1, predict the reactants needed to synthesize it. The reactants are: [OH:1][CH:2]([CH3:13])[CH2:3][NH:4][C:5](=[O:12])[C:6]1[CH:11]=[CH:10][N:9]=[CH:8][CH:7]=1.CC(OI1(OC(C)=O)(OC(C)=O)OC(=O)C2C=CC=CC1=2)=O. (4) Given the product [C:1]([O:4][CH:5]([CH2:9][CH:10]=[C:11]([CH3:19])[CH2:12][CH2:13][CH2:14][C@H:15]([CH3:18])[CH2:16][O:17][Si:31]([C:28]([CH3:30])([CH3:29])[CH3:27])([CH3:33])[CH3:32])[C:6](=[O:8])[CH3:7])(=[O:3])[CH3:2], predict the reactants needed to synthesize it. The reactants are: [C:1]([O:4][CH:5]([CH2:9][CH:10]=[C:11]([CH3:19])[CH2:12][CH2:13][CH2:14][CH:15]([CH3:18])[CH2:16][OH:17])[C:6](=[O:8])[CH3:7])(=[O:3])[CH3:2].C(N(CC)CC)C.[CH3:27][C:28]([Si:31](Cl)([CH3:33])[CH3:32])([CH3:30])[CH3:29].CO.